From a dataset of Catalyst prediction with 721,799 reactions and 888 catalyst types from USPTO. Predict which catalyst facilitates the given reaction. (1) Reactant: [Cl:1][C:2]1[CH:3]=[C:4]2[C:9](=[CH:10][CH:11]=1)[N:8]=[C:7]([C:12]#[N:13])[CH:6]=[CH:5]2.[NH2:14][OH:15].Cl.C([O-])(O)=O.[Na+]. Product: [Cl:1][C:2]1[CH:3]=[C:4]2[C:9](=[CH:10][CH:11]=1)[N:8]=[C:7]([C:12](=[N:14][OH:15])[NH2:13])[CH:6]=[CH:5]2. The catalyst class is: 88. (2) Reactant: [F:1][C:2]1[CH:7]=[C:6]([OH:8])[CH:5]=[C:4]([F:9])[C:3]=1[NH:10][C:11](=[NH:23])[CH2:12][C:13]([C:15]1[CH:20]=[CH:19][C:18]([F:21])=[CH:17][C:16]=1[F:22])=[O:14].[C:24](OC)(=[O:27])[C:25]#[CH:26]. Product: [NH2:23][C:11]1[N:10]([C:3]2[C:2]([F:1])=[CH:7][C:6]([OH:8])=[CH:5][C:4]=2[F:9])[C:24](=[O:27])[CH:25]=[CH:26][C:12]=1[C:13](=[O:14])[C:15]1[CH:20]=[CH:19][C:18]([F:21])=[CH:17][C:16]=1[F:22]. The catalyst class is: 5. (3) Reactant: [C:1]([N:4]1[C:13]2[C:8](=[CH:9][C:10]([C:14]#[N:15])=[CH:11][CH:12]=2)[C@H:7]([NH:16][C:17]2[CH:22]=[CH:21][C:20]([Cl:23])=[C:19]([CH2:24][O:25][Si](C(C)(C)C)(C)C)[N:18]=2)[C@@H:6]([CH3:33])[C@@H:5]1[CH:34]1[CH2:36][CH2:35]1)(=[O:3])[CH3:2].CCCC[N+](CCCC)(CCCC)CCCC.[F-]. Product: [C:1]([N:4]1[C:13]2[C:8](=[CH:9][C:10]([C:14]#[N:15])=[CH:11][CH:12]=2)[C@H:7]([NH:16][C:17]2[CH:22]=[CH:21][C:20]([Cl:23])=[C:19]([CH2:24][OH:25])[N:18]=2)[C@@H:6]([CH3:33])[C@@H:5]1[CH:34]1[CH2:36][CH2:35]1)(=[O:3])[CH3:2]. The catalyst class is: 7. (4) Reactant: [NH2:1][C@H:2](C(O)=O)[CH2:3][C:4]1[C:12]2[C:7](=[CH:8][CH:9]=[CH:10][CH:11]=2)[NH:6][CH:5]=1.[Cr](O[Cr]([O-])(=O)=O)([O-])(=O)=O.[K+].[K+].[O-]S([O-])=O.[Na+].[Na+].[OH-].[Na+]. Product: [CH:4]([C:12]1[C:5]2[NH:6][C:7]3[C:12](=[CH:11][CH:10]=[CH:9][CH:8]=3)[C:4]=2[CH:3]=[CH:2][N:1]=1)([CH3:5])[CH3:3]. The catalyst class is: 86. (5) Reactant: [C:1]([O:5][C:6]([NH:8][CH2:9][C:10]1[CH:19]=[CH:18][C:13]([C:14]([O:16][CH3:17])=[O:15])=[CH:12][CH:11]=1)=[O:7])([CH3:4])([CH3:3])[CH3:2].[H-].[Na+].[CH3:22]I. Product: [CH3:22][N:8]([CH2:9][C:10]1[CH:11]=[CH:12][C:13]([C:14]([O:16][CH3:17])=[O:15])=[CH:18][CH:19]=1)[C:6]([O:5][C:1]([CH3:4])([CH3:2])[CH3:3])=[O:7]. The catalyst class is: 54. (6) Reactant: [CH3:1][NH:2][CH2:3][C@@H:4]([C@H:6]([C@@H:8]([C@@H:10]([CH2:12][OH:13])[OH:11])[OH:9])[OH:7])[OH:5].[CH:14]([C:16]1[CH:23]=[CH:22][C:19]([CH2:20]Cl)=[CH:18][CH:17]=1)=[CH2:15].C(=O)([O-])[O-].[Na+].[Na+]. Product: [CH:14]([C:16]1[CH:23]=[CH:22][C:19]([CH2:20][N:2]([CH3:1])[CH2:3][C@@H:4]([C@H:6]([C@@H:8]([C@@H:10]([CH2:12][OH:13])[OH:11])[OH:9])[OH:7])[OH:5])=[CH:18][CH:17]=1)=[CH2:15]. The catalyst class is: 5. (7) Product: [Cl:17][C:4]1[N:3]=[C:2]([NH:24][C:21]2[S:22][CH:23]=[C:19]([CH3:18])[N:20]=2)[CH:7]=[C:6]([O:8][C:9]2[C:14]([F:15])=[CH:13][CH:12]=[CH:11][C:10]=2[F:16])[CH:5]=1. Reactant: Cl[C:2]1[CH:7]=[C:6]([O:8][C:9]2[C:14]([F:15])=[CH:13][CH:12]=[CH:11][C:10]=2[F:16])[CH:5]=[C:4]([Cl:17])[N:3]=1.[CH3:18][C:19]1[N:20]=[C:21]([NH2:24])[S:22][CH:23]=1.P([O-])([O-])([O-])=O.[K+].[K+].[K+].CC1(C)C2C=CC=C(P(C3C=CC=CC=3)C3C=CC=CC=3)C=2OC2C1=CC=CC=2P(C1C=CC=CC=1)C1C=CC=CC=1. The catalyst class is: 882. (8) Reactant: [CH3:1][C:2]1[CH:7]=[C:6]([OH:8])[C:5]2[O:9][C:10]3[C:15]([C:16]([O:18][CH2:19][C:4]=2[CH:3]=1)=[O:17])=[C:14]([O:20][CH3:21])[C:13]([C@@H:22]([OH:27])[CH2:23][CH:24]([CH3:26])[CH3:25])=[CH:12][CH:11]=3.[H-].[Na+].[CH3:30][C:31]([CH3:36])([CH3:35])[C:32](Cl)=[O:33].O. Product: [C:32]([O:8][C:6]1[C:5]2[O:9][C:10]3[CH:11]=[CH:12][C:13]([C@@H:22]([OH:27])[CH2:23][CH:24]([CH3:25])[CH3:26])=[C:14]([O:20][CH3:21])[C:15]=3[C:16](=[O:17])[O:18][CH2:19][C:4]=2[CH:3]=[C:2]([CH3:1])[CH:7]=1)(=[O:33])[C:31]([CH3:36])([CH3:35])[CH3:30]. The catalyst class is: 7.